Dataset: Catalyst prediction with 721,799 reactions and 888 catalyst types from USPTO. Task: Predict which catalyst facilitates the given reaction. (1) Reactant: Cl.[F:2][C:3]1[CH:8]=[CH:7][C:6]([C:9]2[S:17][C:16]3[C:15]([N:18]4[CH2:23][CH2:22][NH:21][C@H:20]([CH3:24])[CH2:19]4)=[N:14][CH:13]=[N:12][C:11]=3[CH:10]=2)=[CH:5][CH:4]=1.[F:25][C:26]1[CH:27]=[C:28]([C@@H:32]([NH:34][C:35](=O)[O:36]C2C=CC([N+]([O-])=O)=CC=2)[CH3:33])[CH:29]=[CH:30][CH:31]=1.C(N(CC)CC)C. Product: [F:25][C:26]1[CH:27]=[C:28]([C@@H:32]([NH:34][C:35]([N:21]2[CH2:22][CH2:23][N:18]([C:15]3[C:16]4[S:17][C:9]([C:6]5[CH:7]=[CH:8][C:3]([F:2])=[CH:4][CH:5]=5)=[CH:10][C:11]=4[N:12]=[CH:13][N:14]=3)[CH2:19][C@H:20]2[CH3:24])=[O:36])[CH3:33])[CH:29]=[CH:30][CH:31]=1. The catalyst class is: 10. (2) Reactant: [Cl:1][C:2]1[CH:10]=[C:9]([Cl:11])[CH:8]=[C:7]2[C:3]=1[CH2:4][C@@H:5]([OH:29])[C@@H:6]2[N:12]1[C:20]2[CH2:19][CH2:18][NH:17][CH2:16][C:15]=2[C:14]([C:21]2[CH:22]=[C:23]([CH:26]=[CH:27][CH:28]=2)[C:24]#[N:25])=[N:13]1.[CH3:30][S:31](Cl)(=[O:33])=[O:32].C(N(CC)CC)C. Product: [Cl:1][C:2]1[CH:10]=[C:9]([Cl:11])[CH:8]=[C:7]2[C:3]=1[CH2:4][C@@H:5]([OH:29])[C@@H:6]2[N:12]1[C:20]2[CH2:19][CH2:18][N:17]([S:31]([CH3:30])(=[O:33])=[O:32])[CH2:16][C:15]=2[C:14]([C:21]2[CH:22]=[C:23]([CH:26]=[CH:27][CH:28]=2)[C:24]#[N:25])=[N:13]1. The catalyst class is: 7. (3) Reactant: [OH:1][C:2]1[C:3]([CH2:10][CH2:11][CH3:12])=[N:4][CH:5]=[CH:6][C:7]=1[CH:8]=O.[F:13][C:14]1[CH:19]=[CH:18][C:17]([NH2:20])=[CH:16][C:15]=1[Cl:21]. Product: [Cl:21][C:15]1[CH:16]=[C:17]([N:20]=[CH:8][C:7]2[CH:6]=[CH:5][N:4]=[C:3]([CH2:10][CH2:11][CH3:12])[C:2]=2[OH:1])[CH:18]=[CH:19][C:14]=1[F:13]. The catalyst class is: 23. (4) Reactant: [CH3:1][C:2]1[O:6][C:5]([C@H:7]2[CH2:12][CH2:11][C@H:10]([N:13]3[C:18](=[O:19])[C:17]([CH2:20][C:21]4[CH:26]=[CH:25][C:24]([C:27]5[C:28]([C:33]#[N:34])=[CH:29][CH:30]=[CH:31][CH:32]=5)=[CH:23][CH:22]=4)=[C:16]([CH2:35][CH2:36][CH3:37])[N:15]4[N:38]=[CH:39][N:40]=[C:14]34)[CH2:9][CH2:8]2)=[N:4][N:3]=1.C([Sn](=O)CCCC)CCC.[N:51]([Si](C)(C)C)=[N+:52]=[N-:53].C1(C)C=CC=CC=1. Product: [CH3:1][C:2]1[O:6][C:5]([C@H:7]2[CH2:8][CH2:9][C@H:10]([N:13]3[C:18](=[O:19])[C:17]([CH2:20][C:21]4[CH:26]=[CH:25][C:24]([C:27]5[CH:32]=[CH:31][CH:30]=[CH:29][C:28]=5[C:33]5[NH:53][N:52]=[N:51][N:34]=5)=[CH:23][CH:22]=4)=[C:16]([CH2:35][CH2:36][CH3:37])[N:15]4[N:38]=[CH:39][N:40]=[C:14]34)[CH2:11][CH2:12]2)=[N:4][N:3]=1. The catalyst class is: 13. (5) Reactant: [C:1]([O:7][CH2:8][N:9]1[C:13]2[N:14]=[N:15][CH:16]=[C:17]([C:18]3[CH:19]=[N:20][NH:21][CH:22]=3)[C:12]=2[CH:11]=[CH:10]1)(=[O:6])[C:2]([CH3:5])([CH3:4])[CH3:3].[CH2:23]1[CH2:33][CH2:32][N:31]2[C:26](=NCCC2)[CH2:25][CH2:24]1. Product: [C:1]([O:7][CH2:8][N:9]1[C:13]2[N:14]=[N:15][CH:16]=[C:17]([C:18]3[CH:19]=[N:20][N:21]([C:24]4([CH2:25][C:26]#[N:31])[CH2:23][CH2:33][CH2:32]4)[CH:22]=3)[C:12]=2[CH:11]=[CH:10]1)(=[O:6])[C:2]([CH3:5])([CH3:4])[CH3:3]. The catalyst class is: 10.